This data is from Full USPTO retrosynthesis dataset with 1.9M reactions from patents (1976-2016). The task is: Predict the reactants needed to synthesize the given product. Given the product [C:19]([NH:23][CH2:13][CH:8]([C:5]1[CH:4]=[CH:3][C:2]([Cl:1])=[CH:7][CH:6]=1)[C:9]([O:11][CH3:12])=[O:10])([CH3:22])([CH3:21])[CH3:20], predict the reactants needed to synthesize it. The reactants are: [Cl:1][C:2]1[CH:7]=[CH:6][C:5]([C:8](=[CH2:13])[C:9]([O:11][CH3:12])=[O:10])=[CH:4][CH:3]=1.C1COCC1.[C:19]([NH2:23])([CH3:22])([CH3:21])[CH3:20].